This data is from Forward reaction prediction with 1.9M reactions from USPTO patents (1976-2016). The task is: Predict the product of the given reaction. (1) Given the reactants [CH3:1][Si]([N-][Si](C)(C)C)(C)C.[Na+:10].[C:11]1([CH3:20])[C:12]([N:17]=[C:18]=[S:19])=[CH:13][CH:14]=[CH:15][CH:16]=1.[CH3:21][C:22]#[N:23].[CH3:24][CH2:25][OH:26], predict the reaction product. The product is: [C:22]([C:21]1[CH:1]=[CH:24][C:25](=[O:26])[N:17]([C:12]2[CH:13]=[CH:14][CH:15]=[CH:16][C:11]=2[CH3:20])[C:18]=1[S-:19])#[N:23].[Na+:10]. (2) The product is: [ClH:17].[OH:1][C:2]1[CH:3]=[C:4]([CH:12]=[CH:13][C:14]=1[O:15][CH3:16])[CH:5]=[C:6]1[CH2:10][CH2:9][CH:8]([CH2:18][N:19]([CH3:21])[CH3:20])[C:7]1=[O:11]. Given the reactants [OH:1][C:2]1[CH:3]=[C:4]([CH:12]=[CH:13][C:14]=1[O:15][CH3:16])[CH:5]=[C:6]1[CH2:10][CH2:9][CH2:8][C:7]1=[O:11].[Cl-:17].[CH3:18][N+:19](=[CH2:21])[CH3:20], predict the reaction product. (3) Given the reactants [CH2:1]([C:8]1[C:16]2[C:11](=[CH:12][C:13]([C:17]([O:19]C)=[O:18])=[CH:14][CH:15]=2)[N:10]([CH3:21])[CH:9]=1)[C:2]1[CH:7]=[CH:6][CH:5]=[CH:4][CH:3]=1.O[Li].O, predict the reaction product. The product is: [CH2:1]([C:8]1[C:16]2[C:11](=[CH:12][C:13]([C:17]([OH:19])=[O:18])=[CH:14][CH:15]=2)[N:10]([CH3:21])[CH:9]=1)[C:2]1[CH:3]=[CH:4][CH:5]=[CH:6][CH:7]=1.